This data is from Forward reaction prediction with 1.9M reactions from USPTO patents (1976-2016). The task is: Predict the product of the given reaction. Given the reactants [CH2:1]([C:3]1[C:11]2[C:6](=[N:7][CH:8]=[C:9]3[CH:14]=[N:13][NH:12][C:10]3=2)[NH:5][CH:4]=1)[CH3:2].[H-].[Na+].[S:17](Cl)([C:20]1[CH:26]=[CH:25][C:23]([CH3:24])=[CH:22][CH:21]=1)(=[O:19])=[O:18].[CH3:28]N(C=O)C, predict the reaction product. The product is: [CH2:1]([C:3]1[C:11]2[C:6](=[N:7][CH:8]=[C:9]3[CH:14]=[N:13][N:12]([CH3:28])[C:10]3=2)[N:5]([S:17]([C:20]2[CH:26]=[CH:25][C:23]([CH3:24])=[CH:22][CH:21]=2)(=[O:19])=[O:18])[CH:4]=1)[CH3:2].